From a dataset of Forward reaction prediction with 1.9M reactions from USPTO patents (1976-2016). Predict the product of the given reaction. (1) Given the reactants CC1C=CC(S([O:11][CH2:12][CH2:13][O:14][CH2:15][CH2:16][O:17][CH2:18][CH2:19][O:20][CH2:21][CH2:22][O:23][CH2:24][CH2:25][O:26][CH2:27][CH2:28][O:29][CH:30]2[CH2:35][CH2:34][CH2:33][CH2:32][O:31]2)(=O)=O)=CC=1.C([O-])([O-])=O.[K+].[K+].[N+:42]([C:45]1[CH:50]=[CH:49][C:48](O)=[CH:47][CH:46]=1)([O-:44])=[O:43], predict the reaction product. The product is: [N+:42]([C:45]1[CH:50]=[CH:49][C:48]([O:11][CH2:12][CH2:13][O:14][CH2:15][CH2:16][O:17][CH2:18][CH2:19][O:20][CH2:21][CH2:22][O:23][CH2:24][CH2:25][O:26][CH2:27][CH2:28][O:29][CH:30]2[CH2:35][CH2:34][CH2:33][CH2:32][O:31]2)=[CH:47][CH:46]=1)([O-:44])=[O:43]. (2) Given the reactants Cl[C:2](=[N:8][OH:9])[C:3]([O:5][CH2:6][CH3:7])=[O:4].C(=O)(O)[O-].[Na+].[Cl:15][C:16]1[CH:21]=[CH:20][C:19]([F:22])=[C:18]([C:23]#[CH:24])[CH:17]=1, predict the reaction product. The product is: [Cl:15][C:16]1[CH:21]=[CH:20][C:19]([F:22])=[C:18]([C:23]2[O:9][N:8]=[C:2]([C:3]([O:5][CH2:6][CH3:7])=[O:4])[CH:24]=2)[CH:17]=1.